From a dataset of Catalyst prediction with 721,799 reactions and 888 catalyst types from USPTO. Predict which catalyst facilitates the given reaction. (1) Reactant: [F:1][C:2]1[CH:31]=[CH:30][C:5]([CH2:6][O:7][C:8]2[CH:9]=[C:10]3[C:15](=[CH:16][CH:17]=2)[N:14]([C@@H:18]([CH:21]([CH3:23])[CH3:22])[CH2:19][OH:20])[CH:13]=[C:12]([C:24]([O:26]CC)=[O:25])[C:11]3=[O:29])=[CH:4][CH:3]=1.[OH-].[Li+].CO.Cl. Product: [F:1][C:2]1[CH:3]=[CH:4][C:5]([CH2:6][O:7][C:8]2[CH:9]=[C:10]3[C:15](=[CH:16][CH:17]=2)[N:14]([C@@H:18]([CH:21]([CH3:22])[CH3:23])[CH2:19][OH:20])[CH:13]=[C:12]([C:24]([OH:26])=[O:25])[C:11]3=[O:29])=[CH:30][CH:31]=1. The catalyst class is: 20. (2) Reactant: C1OCCOCCOCCOCCOCCOC1.[N:19]([O-:21])=[O:20].[K+].II.[F:25][C:26]1[C:35]2[O:34][CH2:33][CH:32]=[CH:31][C:30]=2[C:29]([C:36]([NH2:38])=[O:37])=[CH:28][CH:27]=1. Product: [F:25][C:26]1[C:35]2[O:34][CH2:33][C:32]([N+:19]([O-:21])=[O:20])=[CH:31][C:30]=2[C:29]([C:36]([NH2:38])=[O:37])=[CH:28][CH:27]=1. The catalyst class is: 531. (3) Reactant: [Br:1][C:2]1[CH:3]=[CH:4][C:5]([CH3:18])=[C:6]([CH:17]=1)[CH2:7][N:8]1[C:12]([CH2:13][OH:14])=[N:11][N:10]([CH3:15])[C:9]1=[O:16]. Product: [Br:1][C:2]1[CH:3]=[CH:4][C:5]([CH3:18])=[C:6]([CH:17]=1)[CH2:7][N:8]1[C:12]([CH:13]=[O:14])=[N:11][N:10]([CH3:15])[C:9]1=[O:16]. The catalyst class is: 428. (4) Reactant: [F:1][C:2]1[C:7]([I:8])=[C:6]([CH3:9])[CH:5]=[CH:4][C:3]=1[CH2:10][OH:11]. Product: [F:1][C:2]1[C:7]([I:8])=[C:6]([CH3:9])[CH:5]=[CH:4][C:3]=1[CH:10]=[O:11]. The catalyst class is: 177.